This data is from Peptide-MHC class I binding affinity with 185,985 pairs from IEDB/IMGT. The task is: Regression. Given a peptide amino acid sequence and an MHC pseudo amino acid sequence, predict their binding affinity value. This is MHC class I binding data. The peptide sequence is YLISIFLHL. The MHC is HLA-A29:02 with pseudo-sequence HLA-A29:02. The binding affinity (normalized) is 0.575.